This data is from Reaction yield outcomes from USPTO patents with 853,638 reactions. The task is: Predict the reaction yield, written as a fraction of the theoretical maximum amount of product (1.0 means a 100% yield; for example, 0.34 means a 34% yield). (1) The reactants are [CH3:1][C:2]1[O:3][C:4]2[C:16]([CH3:17])=[C:15]([CH3:18])[C:14]([OH:19])=[C:13]([CH3:20])[C:5]=2[C:6]=1[C:7]1[CH:12]=[CH:11][CH:10]=[CH:9][CH:8]=1.[CH3:21][O:22][C:23]1[CH:31]=[CH:30][C:26]([C:27](Cl)=[O:28])=[CH:25][CH:24]=1. No catalyst specified. The yield is 0.640. The product is [CH3:21][O:22][C:23]1[CH:31]=[CH:30][C:26]([C:27]([O:19][C:14]2[C:15]([CH3:18])=[C:16]([CH3:17])[C:4]3[O:3][C:2]([CH3:1])=[C:6]([C:7]4[CH:8]=[CH:9][CH:10]=[CH:11][CH:12]=4)[C:5]=3[C:13]=2[CH3:20])=[O:28])=[CH:25][CH:24]=1. (2) The reactants are [CH3:1][CH:2]([NH:4][C:5]([C:7]1[S:11][C:10]([C:12]([O:14]C)=O)=[CH:9][CH:8]=1)=[O:6])[CH3:3].O.[NH2:17][NH2:18]. The catalyst is C(O)C. The product is [CH3:1][CH:2]([NH:4][C:5]([C:7]1[S:11][C:10]([C:12]([NH:17][NH2:18])=[O:14])=[CH:9][CH:8]=1)=[O:6])[CH3:3]. The yield is 0.450. (3) The reactants are [CH:1]([O:4][C:5]([N:7]1[CH2:12][CH2:11][CH:10]([O:13][C:14]2[C:19]([CH3:20])=[C:18](Cl)[N:17]=[CH:16][N:15]=2)[CH2:9][CH2:8]1)=[O:6])([CH3:3])[CH3:2].CC(C)([O-])C.[Na+].[I:28][C:29]1[CH:35]=[CH:34][C:32]([NH2:33])=[C:31]([F:36])[CH:30]=1. The catalyst is O1CCOCC1.C([O-])(=O)C.[Pd+2].C([O-])(=O)C.C1(C2C=CC=CC=2)C=CC=C(P(C(C)(C)C)C(C)(C)C)C=1. The product is [CH:1]([O:4][C:5]([N:7]1[CH2:12][CH2:11][CH:10]([O:13][C:14]2[C:19]([CH3:20])=[C:18]([NH:33][C:32]3[CH:34]=[CH:35][C:29]([I:28])=[CH:30][C:31]=3[F:36])[N:17]=[CH:16][N:15]=2)[CH2:9][CH2:8]1)=[O:6])([CH3:3])[CH3:2]. The yield is 0.470. (4) The reactants are [CH2:1]([O:8][C:9]1[CH:17]=[CH:16][C:12]([C:13]([OH:15])=O)=[CH:11][CH:10]=1)[C:2]1[CH:7]=[CH:6][CH:5]=[CH:4][CH:3]=1.C(Cl)(=O)C(Cl)=O.[NH2:24][C:25]1[CH:26]=[N:27][CH:28]=[CH:29][C:30]=1[OH:31].C(N(CC)CC)C. The catalyst is ClCCl.O.CN(C)C=O. The product is [CH2:1]([O:8][C:9]1[CH:10]=[CH:11][C:12]([C:13]([NH:24][C:25]2[CH:26]=[N:27][CH:28]=[CH:29][C:30]=2[OH:31])=[O:15])=[CH:16][CH:17]=1)[C:2]1[CH:3]=[CH:4][CH:5]=[CH:6][CH:7]=1. The yield is 0.710. (5) The reactants are [F:1][C:2]([F:40])([F:39])[C:3]1[CH:4]=[C:5]([CH:32]=[C:33]([C:35]([F:38])([F:37])[F:36])[CH:34]=1)[CH2:6][N:7]([CH3:31])[C:8]([C@@H:10]1[CH2:15][CH2:14][N:13](C(OC(C)(C)C)=O)[CH2:12][C@H:11]1[C:23]1[CH:28]=[CH:27][C:26]([F:29])=[CH:25][C:24]=1[CH3:30])=[O:9].[ClH:41].C(OCC)(=O)C. The catalyst is C(OCC)(=O)C. The product is [ClH:41].[F:40][C:2]([F:1])([F:39])[C:3]1[CH:4]=[C:5]([CH:32]=[C:33]([C:35]([F:36])([F:37])[F:38])[CH:34]=1)[CH2:6][N:7]([CH3:31])[C:8]([C@@H:10]1[CH2:15][CH2:14][NH:13][CH2:12][C@H:11]1[C:23]1[CH:28]=[CH:27][C:26]([F:29])=[CH:25][C:24]=1[CH3:30])=[O:9]. The yield is 0.980. (6) The reactants are [NH2:1][C:2]1[CH:3]=[C:4]2[C:8](=[CH:9][CH:10]=1)[N:7]([CH2:11][CH2:12][N:13]([CH3:15])[CH3:14])[C:6]([CH3:16])=[CH:5]2.[O:17]([C:24]1[CH:29]=[CH:28][C:27]([S:30](Cl)(=[O:32])=[O:31])=[CH:26][CH:25]=1)[C:18]1[CH:23]=[CH:22][CH:21]=[CH:20][CH:19]=1. No catalyst specified. The product is [CH3:14][N:13]([CH3:15])[CH2:12][CH2:11][N:7]1[C:8]2[C:4](=[CH:3][C:2]([NH:1][S:30]([C:27]3[CH:26]=[CH:25][C:24]([O:17][C:18]4[CH:23]=[CH:22][CH:21]=[CH:20][CH:19]=4)=[CH:29][CH:28]=3)(=[O:32])=[O:31])=[CH:10][CH:9]=2)[CH:5]=[C:6]1[CH3:16]. The yield is 0.330. (7) The reactants are [F:1][C:2]1[CH:10]=[C:9]2[C:5]([C:6]([N:11]=[C:12]=S)=[N:7][NH:8]2)=[CH:4][CH:3]=1.C(N(CC)CC)C.Cl.Cl.[NH2:23][CH2:24][C@@:25]1([OH:33])[CH:30]2[CH2:31][CH2:32][N:27]([CH2:28][CH2:29]2)[CH2:26]1.C(N=C=NC(C)C)(C)C. The catalyst is CN(C=O)C. The product is [F:1][C:2]1[CH:10]=[C:9]2[C:5]([C:6]([NH:11][C:12]3[O:33][C@:25]4([CH2:24][N:23]=3)[CH:30]3[CH2:31][CH2:32][N:27]([CH2:28][CH2:29]3)[CH2:26]4)=[N:7][NH:8]2)=[CH:4][CH:3]=1. The yield is 0.640.